The task is: Predict the reactants needed to synthesize the given product.. This data is from Full USPTO retrosynthesis dataset with 1.9M reactions from patents (1976-2016). (1) Given the product [Cl:8][C:6]1[CH:7]=[C:2]([NH:1][S:28]([C:25]2[CH:26]=[CH:33][C:22]([O:21][CH:18]([CH3:20])[CH3:19])=[CH:23][CH:24]=2)(=[O:30])=[O:29])[C:3]([C:9](=[O:10])[C:11]2[CH:16]=[CH:15][CH:14]=[C:13]([F:17])[CH:12]=2)=[N:4][CH:5]=1, predict the reactants needed to synthesize it. The reactants are: [NH2:1][C:2]1[C:3]([C:9]([C:11]2[CH:16]=[CH:15][CH:14]=[C:13]([F:17])[CH:12]=2)=[O:10])=[N:4][CH:5]=[C:6]([Cl:8])[CH:7]=1.[CH:18]([O:21][C:22]1N=[CH:26][C:25]([S:28](Cl)(=[O:30])=[O:29])=[CH:24][CH:23]=1)([CH3:20])[CH3:19].N1C=CC=C[CH:33]=1. (2) Given the product [OH:1][CH2:2][C@H:3]([NH:14][C:15]([C:17]1[CH:18]=[C:19]([C:33]2[CH:34]=[C:35]([O:39][CH3:40])[C:36]([O:37][CH3:38])=[C:31]([O:30][CH3:29])[CH:32]=2)[CH:20]=[C:21]2[C:26]=1[O:25][CH:24]([CH3:27])[CH:23]=[CH:22]2)=[O:16])[CH2:4][C:5]1[C:13]2[C:8](=[CH:9][CH:10]=[CH:11][CH:12]=2)[NH:7][CH:6]=1, predict the reactants needed to synthesize it. The reactants are: [OH:1][CH2:2][C@H:3]([NH:14][C:15]([C:17]1[CH:18]=[C:19](I)[CH:20]=[C:21]2[C:26]=1[O:25][CH:24]([CH3:27])[CH:23]=[CH:22]2)=[O:16])[CH2:4][C:5]1[C:13]2[C:8](=[CH:9][CH:10]=[CH:11][CH:12]=2)[NH:7][CH:6]=1.[CH3:29][O:30][C:31]1[CH:32]=[C:33](B(O)O)[CH:34]=[C:35]([O:39][CH3:40])[C:36]=1[O:37][CH3:38].C(=O)([O-])[O-].[Na+].[Na+]. (3) Given the product [NH2:1][C:4]1[CH:5]=[N:6][C:7]2[C:12]([C:13]=1[NH:14][CH2:15][C:16]1([C:20]([O:22][CH2:23][CH3:24])=[O:21])[CH2:19][CH2:18][CH2:17]1)=[CH:11][CH:10]=[CH:9][CH:8]=2, predict the reactants needed to synthesize it. The reactants are: [N+:1]([C:4]1[CH:5]=[N:6][C:7]2[C:12]([C:13]=1[NH:14][CH2:15][C:16]1([C:20]([O:22][CH2:23][CH3:24])=[O:21])[CH2:19][CH2:18][CH2:17]1)=[CH:11][CH:10]=[CH:9][CH:8]=2)([O-])=O. (4) Given the product [OH:9][C@@H:5]([CH:2]([CH3:3])[CH3:1])[C@H:6]([CH3:8])[CH:7]=[O:13], predict the reactants needed to synthesize it. The reactants are: [CH:1](=O)[CH2:2][CH3:3].[CH:5](=[O:9])[CH:6]([CH3:8])[CH3:7].N1CCC[C@H]1C(O)=[O:13]. (5) Given the product [NH2:8][C:5]1[CH:6]=[CH:7][C:2]([CH3:1])=[C:3]([NH:11][C:12](=[O:21])[CH:13]=[CH:14][C:15]2[CH:20]=[N:19][CH:18]=[N:17][CH:16]=2)[CH:4]=1, predict the reactants needed to synthesize it. The reactants are: [CH3:1][C:2]1[CH:7]=[CH:6][C:5]([N+:8]([O-])=O)=[CH:4][C:3]=1[NH:11][C:12](=[O:21])[CH:13]=[CH:14][C:15]1[CH:16]=[N:17][CH:18]=[N:19][CH:20]=1.C(O)C.[Cl-].[NH4+].C(=O)([O-])[O-].[K+].[K+]. (6) Given the product [CH3:1][C:2]1[CH:7]=[CH:6][CH:5]=[CH:4][C:3]=1[C:8]1[CH:9]=[N:10][C:11]2[C:16]([C:17]=1[C:18]1[CH:19]=[C:20]([NH:24][C:36]([NH:35][C:29]3[CH:34]=[CH:33][CH:32]=[CH:31][CH:30]=3)=[O:37])[CH:21]=[CH:22][CH:23]=1)=[CH:15][CH:14]=[CH:13][C:12]=2[C:25]([F:26])([F:28])[F:27], predict the reactants needed to synthesize it. The reactants are: [CH3:1][C:2]1[CH:7]=[CH:6][CH:5]=[CH:4][C:3]=1[C:8]1[CH:9]=[N:10][C:11]2[C:16]([C:17]=1[C:18]1[CH:19]=[C:20]([NH2:24])[CH:21]=[CH:22][CH:23]=1)=[CH:15][CH:14]=[CH:13][C:12]=2[C:25]([F:28])([F:27])[F:26].[C:29]1([N:35]=[C:36]=[O:37])[CH:34]=[CH:33][CH:32]=[CH:31][CH:30]=1.